This data is from Full USPTO retrosynthesis dataset with 1.9M reactions from patents (1976-2016). The task is: Predict the reactants needed to synthesize the given product. (1) Given the product [CH2:1]([C:5]1[N:6]=[C:7]([CH3:27])[N:8]([C:33]2[CH:34]=[CH:35][C:30]([O:29][CH3:28])=[CH:31][CH:32]=2)[C:9](=[O:26])[C:10]=1[CH2:11][C:12]1[CH:17]=[CH:16][C:15]([C:18]2[C:19]([C:24]#[N:25])=[CH:20][CH:21]=[CH:22][CH:23]=2)=[CH:14][CH:13]=1)[CH2:2][CH2:3][CH3:4], predict the reactants needed to synthesize it. The reactants are: [CH2:1]([C:5]1[N:6]=[C:7]([CH3:27])[NH:8][C:9](=[O:26])[C:10]=1[CH2:11][C:12]1[CH:17]=[CH:16][C:15]([C:18]2[C:19]([C:24]#[N:25])=[CH:20][CH:21]=[CH:22][CH:23]=2)=[CH:14][CH:13]=1)[CH2:2][CH2:3][CH3:4].[CH3:28][O:29][C:30]1[CH:35]=[CH:34][C:33](B(O)O)=[CH:32][CH:31]=1.C(N(CC)CC)C.N1C=CC=CC=1. (2) Given the product [CH3:23][S:24]([O:1][CH2:2][CH:3]1[CH2:8][CH2:7][N:6]([C:9]2[CH:14]=[CH:13][CH:12]=[CH:11][CH:10]=2)[C:5](=[O:15])[CH2:4]1)(=[O:26])=[O:25], predict the reactants needed to synthesize it. The reactants are: [OH:1][CH2:2][CH:3]1[CH2:8][CH2:7][N:6]([C:9]2[CH:14]=[CH:13][CH:12]=[CH:11][CH:10]=2)[C:5](=[O:15])[CH2:4]1.C(N(CC)CC)C.[CH3:23][S:24](Cl)(=[O:26])=[O:25].O. (3) Given the product [S:28]1[C:29]2[CH:34]=[CH:33][CH:32]=[CH:31][C:30]=2[C:26]([CH2:25][N:10]2[C:9]([C:5]3[N:6]([CH3:8])[CH:7]=[C:3]([NH:2][C:35](=[O:37])[CH3:36])[N:4]=3)=[C:17]3[C:12]([N:13]([CH2:21][CH:22]([CH3:24])[CH3:23])[C:14](=[O:20])[N:15]([CH3:19])[C:16]3=[O:18])=[N:11]2)=[CH:27]1, predict the reactants needed to synthesize it. The reactants are: Cl.[NH2:2][C:3]1[N:4]=[C:5]([C:9]2[N:10]([CH2:25][C:26]3[C:30]4[CH:31]=[CH:32][CH:33]=[CH:34][C:29]=4[S:28][CH:27]=3)[N:11]=[C:12]3[C:17]=2[C:16](=[O:18])[N:15]([CH3:19])[C:14](=[O:20])[N:13]3[CH2:21][CH:22]([CH3:24])[CH3:23])[N:6]([CH3:8])[CH:7]=1.[C:35](Cl)(=[O:37])[CH3:36]. (4) The reactants are: C(=O)([O-])[O-].[K+].[K+].[CH2:7]([N:9]=[C:10]=[O:11])[CH3:8].[Cl:12][C:13]1[CH:18]=[C:17]([C:19]([F:22])([F:21])[F:20])[CH:16]=[C:15]([Cl:23])[C:14]=1[O:24][C:25]1[CH:29]=[C:28]([CH2:30][CH3:31])[NH:27][N:26]=1.Cl. Given the product [CH2:7]([NH:9][C:10]([N:27]1[C:28]([CH2:30][CH3:31])=[CH:29][C:25]([O:24][C:14]2[C:15]([Cl:23])=[CH:16][C:17]([C:19]([F:22])([F:20])[F:21])=[CH:18][C:13]=2[Cl:12])=[N:26]1)=[O:11])[CH3:8], predict the reactants needed to synthesize it. (5) The reactants are: Br[C:2]1[CH:7]=[CH:6][C:5]([O:8][CH3:9])=[C:4]([CH2:10][NH:11][C:12]([O:14][C:15]([CH3:18])([CH3:17])[CH3:16])=[O:13])[CH:3]=1.[B:19]1([B:19]2[O:23][C:22]([CH3:25])([CH3:24])[C:21]([CH3:27])([CH3:26])[O:20]2)[O:23][C:22]([CH3:25])([CH3:24])[C:21]([CH3:27])([CH3:26])[O:20]1.C([O-])(=O)C.[K+]. Given the product [CH3:9][O:8][C:5]1[CH:6]=[CH:7][C:2]([B:19]2[O:23][C:22]([CH3:25])([CH3:24])[C:21]([CH3:27])([CH3:26])[O:20]2)=[CH:3][C:4]=1[CH2:10][NH:11][C:12](=[O:13])[O:14][C:15]([CH3:18])([CH3:17])[CH3:16], predict the reactants needed to synthesize it. (6) The reactants are: [NH2:1][C:2]1[C:3]2[N:11]=[C:10]([N:12]3[CH2:17][CH2:16][CH2:15][C@H:14]([NH:18]C(=O)OC(C)(C)C)[CH2:13]3)[CH:9]=[CH:8][C:4]=2[N:5]=[CH:6][N:7]=1.Cl.O1CCOCC1. Given the product [NH2:18][C@H:14]1[CH2:15][CH2:16][CH2:17][N:12]([C:10]2[CH:9]=[CH:8][C:4]3[N:5]=[CH:6][N:7]=[C:2]([NH2:1])[C:3]=3[N:11]=2)[CH2:13]1, predict the reactants needed to synthesize it. (7) The reactants are: [Br:1][C:2]1[CH:7]=[C:6]([CH3:8])[CH:5]=[CH:4][C:3]=1[NH:9][C:10](=[O:14])[C:11]([CH3:13])=[CH2:12].[H-].[Na+].[CH3:17][Si:18]([CH2:21][CH2:22][O:23][CH2:24]Cl)([CH3:20])[CH3:19]. Given the product [Br:1][C:2]1[CH:7]=[C:6]([CH3:8])[CH:5]=[CH:4][C:3]=1[N:9]([CH2:24][O:23][CH2:22][CH2:21][Si:18]([CH3:20])([CH3:19])[CH3:17])[C:10](=[O:14])[C:11]([CH3:13])=[CH2:12], predict the reactants needed to synthesize it. (8) Given the product [C:26]([NH:1][C:2]1[CH:3]=[CH:4][C:5]([C:8]2[O:9][C:10]3[C:11](=[C:13]([C:17]([NH2:19])=[O:18])[CH:14]=[CH:15][CH:16]=3)[N:12]=2)=[CH:6][CH:7]=1)(=[O:28])[CH3:27], predict the reactants needed to synthesize it. The reactants are: [NH2:1][C:2]1[CH:7]=[CH:6][C:5]([C:8]2[O:9][C:10]3[C:11](=[C:13]([C:17]([NH2:19])=[O:18])[CH:14]=[CH:15][CH:16]=3)[N:12]=2)=[CH:4][CH:3]=1.N1C=CC=CC=1.[C:26](Cl)(=[O:28])[CH3:27].